Predict the product of the given reaction. From a dataset of Forward reaction prediction with 1.9M reactions from USPTO patents (1976-2016). (1) Given the reactants [CH3:1][O:2][C:3]([C:5]1[C:14]2[CH2:13][CH2:12][CH2:11][CH2:10][C:9]=2[CH:8]=[CH:7][C:6]=1[NH:15][S:16]([C:19]1[CH:23]=[CH:22][S:21][C:20]=1[C:24]([O:26]C)=[O:25])(=[O:18])=[O:17])=[O:4].O.O.[OH-].[Li+].Cl, predict the reaction product. The product is: [CH3:1][O:2][C:3]([C:5]1[C:14]2[CH2:13][CH2:12][CH2:11][CH2:10][C:9]=2[CH:8]=[CH:7][C:6]=1[NH:15][S:16]([C:19]1[CH:23]=[CH:22][S:21][C:20]=1[C:24]([OH:26])=[O:25])(=[O:18])=[O:17])=[O:4]. (2) Given the reactants [CH3:1][O:2][C:3]1[CH:4]=[CH:5][C:6]([CH2:11][C@@H:12]2[C@@H:17]([CH2:18][C:19]3[CH:20]=[CH:21][C:22]([OH:27])=[C:23]([O:25][CH3:26])[CH:24]=3)[C:15](=[O:16])[O:14][CH2:13]2)=[CH:7][C:8]=1[O:9][CH3:10].[C:28]([OH:41])(=[O:40])[CH2:29][CH2:30][CH2:31][CH2:32][CH2:33][CH2:34][CH2:35][CH2:36][CH2:37][CH2:38][CH3:39].O, predict the reaction product. The product is: [CH3:1][O:2][C:3]1[CH:4]=[CH:5][C:6]([CH2:11][C@@H:12]2[C@@H:17]([CH2:18][C:19]3[CH:20]=[CH:21][C:22]([OH:27])=[C:23]([O:25][CH3:26])[CH:24]=3)[C:15](=[O:16])[O:14][CH2:13]2)=[CH:7][C:8]=1[O:9][CH3:10].[C:28]([O-:41])(=[O:40])[CH2:29][CH2:30][CH2:31][CH2:32][CH2:33][CH2:34][CH2:35][CH2:36][CH2:37][CH2:38][CH3:39].